Dataset: Reaction yield outcomes from USPTO patents with 853,638 reactions. Task: Predict the reaction yield, written as a fraction of the theoretical maximum amount of product (1.0 means a 100% yield; for example, 0.34 means a 34% yield). The reactants are [Li+].CC([N-]C(C)C)C.[Se:9]1[CH:13]=[CH:12][CH:11]=[C:10]1[C:14]1[Se:15][C:16]([C:19]2[Se:20][CH:21]=[CH:22][CH:23]=2)=[CH:17][CH:18]=1.CN([CH:27]=[O:28])C. The catalyst is C(OCC)(=O)C. The product is [CH:27]([C:21]1[Se:20][C:19]([C:16]2[Se:15][C:14]([C:10]3[Se:9][CH:13]=[CH:12][CH:11]=3)=[CH:18][CH:17]=2)=[CH:23][CH:22]=1)=[O:28]. The yield is 0.750.